From a dataset of Reaction yield outcomes from USPTO patents with 853,638 reactions. Predict the reaction yield, written as a fraction of the theoretical maximum amount of product (1.0 means a 100% yield; for example, 0.34 means a 34% yield). (1) The product is [Cl:8][C:6]1[N:5]=[C:4]([CH:9]2[CH2:14][CH2:13][CH2:12][CH2:11][CH2:10]2)[N:3]=[C:2]([NH:25][C:24]2[C:18]3[C:19](=[N:20][CH:21]=[C:16]([F:15])[CH:17]=3)[NH:22][N:23]=2)[CH:7]=1. The catalyst is O. The reactants are Cl[C:2]1[CH:7]=[C:6]([Cl:8])[N:5]=[C:4]([CH:9]2[CH2:14][CH2:13][CH2:12][CH2:11][CH2:10]2)[N:3]=1.[F:15][C:16]1[CH:17]=[C:18]2[C:24]([NH2:25])=[N:23][NH:22][C:19]2=[N:20][CH:21]=1.C1COCC1.C[Si]([N-][Si](C)(C)C)(C)C.[Li+]. The yield is 0.500. (2) The reactants are N([O-])=O.[Na+].[N:5]1([C:11]([C:13]2[N:18]=[CH:17][C:16](N)=[CH:15][CH:14]=2)=[O:12])[CH2:10][CH2:9][CH2:8][CH2:7][CH2:6]1.NC(N)=O.[I-:24].[Na+]. The catalyst is Cl. The product is [I:24][C:16]1[CH:15]=[CH:14][C:13]([C:11]([N:5]2[CH2:10][CH2:9][CH2:8][CH2:7][CH2:6]2)=[O:12])=[N:18][CH:17]=1. The yield is 0.230. (3) The reactants are C[Al](C)C.[F:5][C:6]([F:10])([F:9])[CH2:7][NH2:8].C[O:12][C:13](=O)[C:14]1[CH:19]=[CH:18][C:17]([O:20][CH2:21][C:22]2[C:23]([C:28]3[CH:33]=[CH:32][CH:31]=[C:30]([F:34])[CH:29]=3)=[N:24][O:25][C:26]=2[CH3:27])=[N:16][CH:15]=1.O. The catalyst is O1CCOCC1. The product is [F:34][C:30]1[CH:29]=[C:28]([C:23]2[C:22]([CH2:21][O:20][C:17]3[CH:18]=[CH:19][C:14]([C:13]([NH:8][CH2:7][C:6]([F:10])([F:9])[F:5])=[O:12])=[CH:15][N:16]=3)=[C:26]([CH3:27])[O:25][N:24]=2)[CH:33]=[CH:32][CH:31]=1. The yield is 0.990. (4) The reactants are [CH3:1][O:2][C:3](=[O:26])[C:4]1[CH:9]=[C:8]([N:10]2[CH:14]=[C:13]([C:15]([F:18])([F:17])[F:16])[N:12]=[CH:11]2)[C:7]([C:19]([F:22])([F:21])[F:20])=[CH:6][C:5]=1[N+:23]([O-])=O. The catalyst is CO.[Pd]. The product is [CH3:1][O:2][C:3](=[O:26])[C:4]1[CH:9]=[C:8]([N:10]2[CH:14]=[C:13]([C:15]([F:16])([F:17])[F:18])[N:12]=[CH:11]2)[C:7]([C:19]([F:20])([F:21])[F:22])=[CH:6][C:5]=1[NH2:23]. The yield is 0.910. (5) The reactants are [NH2:1][C:2](C(Cl)(Cl)Cl)=[C:3]([C:10]#[N:11])[C:4]([O:6][CH2:7][CH:8]=[CH2:9])=O.CC([O-])=O.[K+].[OH2:21].[NH2:22][NH2:23].C(Cl)Cl. The catalyst is CN(C=O)C.C(#N)C. The product is [NH2:1][C:2]1[C:3]([C:4]([O:6][CH2:7][CH:8]=[CH2:9])=[O:21])=[C:10]([NH2:11])[NH:23][N:22]=1. The yield is 0.410.